Dataset: Reaction yield outcomes from USPTO patents with 853,638 reactions. Task: Predict the reaction yield, written as a fraction of the theoretical maximum amount of product (1.0 means a 100% yield; for example, 0.34 means a 34% yield). (1) The reactants are [C:1]1([C:7]2[CH:8]=[C:9]([C:16]([OH:18])=O)[S:10][C:11]=2[C:12]([F:15])([F:14])[F:13])[CH:6]=[CH:5][CH:4]=[CH:3][CH:2]=1.CC[N:21]=[C:22]=[N:23]CCCN(C)C.[CH:30]1[CH:31]=[CH:32][C:33]2N(O)N=[N:36][C:34]=2[CH:35]=1.O1CCO[CH2:42][CH2:41]1. No catalyst specified. The product is [NH:36]1[C:34]2[C:33](=[CH:32][C:31]([C:22]3[N:23]=[C:16]([C:9]4[S:10][C:11]([C:12]([F:13])([F:14])[F:15])=[C:7]([C:1]5[CH:2]=[CH:3][CH:4]=[CH:5][CH:6]=5)[CH:8]=4)[O:18][N:21]=3)=[CH:30][CH:35]=2)[CH:42]=[CH:41]1. The yield is 0.467. (2) The reactants are [Cl:1][C:2]1[CH:3]=[C:4]([CH2:13][O:14][C:15]2[CH:20]=[CH:19][C:18]([CH2:21][CH:22]([CH3:26])[C:23]([OH:25])=[O:24])=[CH:17][C:16]=2[C:27]([F:30])([F:29])[F:28])[C:5]2[O:9][C:8]([CH3:11])([CH3:10])[CH2:7][C:6]=2[CH:12]=1.F[B-](F)(F)F.N1(OC(N(C)C)=[N+](C)C)C2C=CC=CC=2N=N1.C(N(C(C)C)CC)(C)C.[C:62]([NH:65][CH2:66][CH2:67]O)(=[O:64])[CH3:63]. The catalyst is CN(C=O)C. The product is [Cl:1][C:2]1[CH:3]=[C:4]([CH2:13][O:14][C:15]2[CH:20]=[CH:19][C:18]([CH2:21][CH:22]([CH3:26])[C:23]([O:25][CH2:67][CH2:66][NH:65][C:62](=[O:64])[CH3:63])=[O:24])=[CH:17][C:16]=2[C:27]([F:30])([F:28])[F:29])[C:5]2[O:9][C:8]([CH3:11])([CH3:10])[CH2:7][C:6]=2[CH:12]=1. The yield is 0.700. (3) The product is [CH3:7][O:8][C:9]1[CH:55]=[CH:54][C:12]([C:13]([O:28][CH2:29][C@H:30]2[O:34][C@@H:33]([N:35]3[CH:50]=[C:49]([CH3:51])[C:39]([NH:40][C:41](=[O:48])[C:42]4[CH:43]=[CH:44][CH:45]=[CH:46][CH:47]=4)=[N:38][C:36]3=[O:37])[C@H:32]([O:52][Si:56]([C:59]([CH3:62])([CH3:61])[CH3:60])([CH3:58])[CH3:57])[C@@H:31]2[OH:53])([C:22]2[CH:23]=[CH:24][CH:25]=[CH:26][CH:27]=2)[C:14]2[CH:15]=[CH:16][C:17]([O:20][CH3:21])=[CH:18][CH:19]=2)=[CH:11][CH:10]=1. The reactants are N1C=CC=CC=1.[CH3:7][O:8][C:9]1[CH:55]=[CH:54][C:12]([C:13]([O:28][CH2:29][C@H:30]2[O:34][C@@H:33]([N:35]3[CH:50]=[C:49]([CH3:51])[C:39]([NH:40][C:41](=[O:48])[C:42]4[CH:47]=[CH:46][CH:45]=[CH:44][CH:43]=4)=[N:38][C:36]3=[O:37])[C@H:32]([OH:52])[C@@H:31]2[OH:53])([C:22]2[CH:27]=[CH:26][CH:25]=[CH:24][CH:23]=2)[C:14]2[CH:19]=[CH:18][C:17]([O:20][CH3:21])=[CH:16][CH:15]=2)=[CH:11][CH:10]=1.[Si:56](Cl)([C:59]([CH3:62])([CH3:61])[CH3:60])([CH3:58])[CH3:57]. The yield is 0.370. The catalyst is C1COCC1.[N+]([O-])([O-])=O.[Ag+]. (4) No catalyst specified. The product is [CH3:36][C:37]1[O:41][C:23]([CH3:22])=[CH:24][C:25]=1[CH2:20][NH:19][C:14]1[N:13]=[C:12]([NH:11][C:5]2[CH:6]=[CH:7][CH:8]=[C:3]([OH:2])[CH:4]=2)[C:17]([F:18])=[CH:16][N:15]=1. The reactants are C1CO[C:8]2[CH:7]=[CH:6][C:5]([NH:11][C:12]3[C:17]([F:18])=[CH:16][N:15]=[C:14]([NH:19][C:20]4[CH:25]=[CH:24][CH:23]=[C:22](O)C=4)[N:13]=3)=[CH:4][C:3]=2[O:2]1.ClC1N=C(NC2C=CC=[C:37]([OH:41])[CH:36]=2)C(F)=CN=1.CC1OC(C)=CC=1CN. The yield is 0.590. (5) The product is [C:25]1([S:31]([N:34]([C:35]2[CH:40]=[CH:39][CH:38]=[CH:37][N:36]=2)[CH2:41][C:42]([NH:2][CH:3]2[CH2:8][CH2:7][CH2:6][CH:5]([N:9]3[C:18]4[CH:17]=[CH:16][CH:15]=[C:14]([Cl:19])[C:13]=4[C:12]4=[N:20][O:21][C:22]([CH3:23])=[C:11]4[C:10]3=[O:24])[CH2:4]2)=[O:43])(=[O:33])=[O:32])[CH:26]=[CH:27][CH:28]=[CH:29][CH:30]=1. The catalyst is CN(C=O)C.CN(C1C=CN=CC=1)C. The yield is 0.470. The reactants are I.[NH2:2][CH:3]1[CH2:8][CH2:7][CH2:6][CH:5]([N:9]2[C:18]3[CH:17]=[CH:16][CH:15]=[C:14]([Cl:19])[C:13]=3[C:12]3=[N:20][O:21][C:22]([CH3:23])=[C:11]3[C:10]2=[O:24])[CH2:4]1.[C:25]1([S:31]([N:34]([CH2:41][C:42](O)=[O:43])[C:35]2[CH:40]=[CH:39][CH:38]=[CH:37][N:36]=2)(=[O:33])=[O:32])[CH:30]=[CH:29][CH:28]=[CH:27][CH:26]=1.ON1C2N=CC=CC=2N=N1.C(Cl)CCl. (6) The reactants are [C:1]1([CH:7]([C:23]2[CH:28]=[CH:27][CH:26]=[CH:25][CH:24]=2)[N:8]2[CH2:11]C(NCC3C=CC=CC=3)(C(O)=O)[CH2:9]2)[CH:6]=[CH:5][CH:4]=[CH:3][CH:2]=1.C([N:32](CC)[CH:33]([CH3:35])[CH3:34])(C)C.C[CH:39]([NH2:41])[CH3:40].C([O:45][CH2:46][CH3:47])(=O)C. The catalyst is CN(C=O)C. The product is [C:23]1([CH:7]([C:1]2[CH:2]=[CH:3][CH:4]=[CH:5][CH:6]=2)[N:8]2[CH2:9][C:47]([NH:41][CH2:39][C:40]3[CH:5]=[CH:6][CH:1]=[CH:2][CH:3]=3)([C:46]([NH:32][CH:33]([CH3:34])[CH3:35])=[O:45])[CH2:11]2)[CH:24]=[CH:25][CH:26]=[CH:27][CH:28]=1. The yield is 0.920.